From a dataset of Full USPTO retrosynthesis dataset with 1.9M reactions from patents (1976-2016). Predict the reactants needed to synthesize the given product. (1) The reactants are: [O:1]=[C:2]([C:6]1[CH:11]=[CH:10][CH:9]=[CH:8][CH:7]=1)[CH2:3][C:4]#[N:5].N1C=CC=CC=1.[Br:18]Br. Given the product [Br:18][CH:3]([C:2](=[O:1])[C:6]1[CH:11]=[CH:10][CH:9]=[CH:8][CH:7]=1)[C:4]#[N:5], predict the reactants needed to synthesize it. (2) Given the product [CH:1]1([NH:5][CH2:6][CH:7]([N:9]2[C:13]3=[N:14][C:15]([CH2:29][CH3:30])=[C:16]([C:18]4[C:19]([O:27][CH3:28])=[N:20][C:21]([CH:24]([CH3:25])[CH3:26])=[CH:22][CH:23]=4)[N:17]=[C:12]3[C:11]([CH3:31])=[N:10]2)[CH3:8])[CH2:2][CH2:3][CH2:4]1.[CH2:29]([C:15]1[N:14]=[C:13]2[N:9]([CH:7]([CH3:8])[CH3:6])[N:10]=[C:11]([CH3:31])[C:12]2=[N:17][C:16]=1[C:18]1[C:19]([O:27][CH3:28])=[N:20][C:21]([CH:24]([CH3:26])[CH3:25])=[CH:22][CH:23]=1)[CH3:30], predict the reactants needed to synthesize it. The reactants are: [CH:1]1([NH:5][CH2:6][C:7]([N:9]2[C:13]3=[N:14][C:15]([CH2:29][CH3:30])=[C:16]([C:18]4[C:19]([O:27][CH3:28])=[N:20][C:21]([CH:24]([CH3:26])[CH3:25])=[CH:22][CH:23]=4)[N:17]=[C:12]3[C:11]([CH3:31])=[N:10]2)=[CH2:8])[CH2:4][CH2:3][CH2:2]1.[H][H]. (3) Given the product [Cl:8][C:9]1[N:10]=[N:11][C:12]([Cl:16])=[CH:13][C:14]=1[O:5][CH2:4][C@@H:2]1[CH2:3][O:1]1, predict the reactants needed to synthesize it. The reactants are: [O:1]1[CH2:3][C@H:2]1[CH2:4][OH:5].[H-].[Na+].[Cl:8][C:9]1[N:10]=[N:11][C:12]([Cl:16])=[CH:13][C:14]=1Cl. (4) The reactants are: C[O:2][C:3](=[O:37])[CH2:4][CH2:5][C:6]1[CH:11]=[CH:10][C:9]([C:12]([CH2:34][CH3:35])([C:15]2[CH:20]=[CH:19][C:18]([C:21]#[C:22][C:23]([OH:32])([C:28]([F:31])([F:30])[F:29])[C:24]([F:27])([F:26])[F:25])=[C:17]([CH3:33])[CH:16]=2)[CH2:13][CH3:14])=[CH:8][C:7]=1[CH3:36].[OH-].[K+].[NH4+].[Cl-]. Given the product [CH2:13]([C:12]([C:9]1[CH:10]=[CH:11][C:6]([CH2:5][CH2:4][C:3]([OH:37])=[O:2])=[C:7]([CH3:36])[CH:8]=1)([C:15]1[CH:20]=[CH:19][C:18]([C:21]#[C:22][C:23]([OH:32])([C:28]([F:29])([F:31])[F:30])[C:24]([F:27])([F:25])[F:26])=[C:17]([CH3:33])[CH:16]=1)[CH2:34][CH3:35])[CH3:14], predict the reactants needed to synthesize it. (5) Given the product [C:1]([O:5][C:6](=[O:17])[NH:7][C@@H:8]1[CH2:12][CH2:11][CH2:10][C@H:9]1[C:13]([NH:15][NH:16][C:35]([C@@H:30]1[CH2:29][CH2:28][C@@H:27]2[CH2:34][N:31]1[C:32](=[O:33])[N:26]2[O:25][CH2:18][C:19]1[CH:24]=[CH:23][CH:22]=[CH:21][CH:20]=1)=[O:36])=[O:14])([CH3:4])([CH3:2])[CH3:3], predict the reactants needed to synthesize it. The reactants are: [C:1]([O:5][C:6](=[O:17])[NH:7][C@@H:8]1[CH2:12][CH2:11][CH2:10][C@H:9]1[C:13]([NH:15][NH2:16])=[O:14])([CH3:4])([CH3:3])[CH3:2].[CH2:18]([O:25][N:26]1[C:32](=[O:33])[N:31]2[CH2:34][C@H:27]1[CH2:28][CH2:29][C@H:30]2[C:35](O)=[O:36])[C:19]1[CH:24]=[CH:23][CH:22]=[CH:21][CH:20]=1.C1C=CC2N(O)N=NC=2C=1.CCN=C=NCCCN(C)C.Cl. (6) Given the product [F:1][C:2]1[CH:9]=[CH:8][CH:7]=[C:6]2[C:3]=1[CH:4]=[N:18][CH:11]=[CH:10]2, predict the reactants needed to synthesize it. The reactants are: [F:1][C:2]1[CH:9]=[CH:8][CH:7]=[C:6]([C:10]#[C:11][Si](C)(C)C)[C:3]=1[CH:4]=O.CO.[NH3:18].